Dataset: Forward reaction prediction with 1.9M reactions from USPTO patents (1976-2016). Task: Predict the product of the given reaction. Given the reactants [Cl:1][C:2]1[CH:3]=[CH:4][C:5]2[O:9][C:8]([CH:10]([NH:15][C:16]3[CH:21]=[CH:20][C:19]([C:22]([N:24]([CH3:32])[CH2:25][CH2:26][C:27]([O:29]CC)=[O:28])=[O:23])=[CH:18][CH:17]=3)[CH2:11][CH:12]([CH3:14])[CH3:13])=[C:7]([CH3:33])[C:6]=2[CH:34]=1.O1CCCC1.[OH-].[Na+], predict the reaction product. The product is: [Cl:1][C:2]1[CH:3]=[CH:4][C:5]2[O:9][C:8]([CH:10]([NH:15][C:16]3[CH:21]=[CH:20][C:19]([C:22]([N:24]([CH3:32])[CH2:25][CH2:26][C:27]([OH:29])=[O:28])=[O:23])=[CH:18][CH:17]=3)[CH2:11][CH:12]([CH3:14])[CH3:13])=[C:7]([CH3:33])[C:6]=2[CH:34]=1.